Dataset: TCR-epitope binding with 47,182 pairs between 192 epitopes and 23,139 TCRs. Task: Binary Classification. Given a T-cell receptor sequence (or CDR3 region) and an epitope sequence, predict whether binding occurs between them. (1) The epitope is RLRAEAQVK. The TCR CDR3 sequence is CASSFLFHTEAFF. Result: 1 (the TCR binds to the epitope). (2) The epitope is GLCTLVAML. The TCR CDR3 sequence is CASSWAAPGEQFF. Result: 1 (the TCR binds to the epitope). (3) The epitope is DPFRLLQNSQVFS. The TCR CDR3 sequence is CASSEGAGIYYEQYF. Result: 0 (the TCR does not bind to the epitope). (4) The epitope is FLRGRAYGL. The TCR CDR3 sequence is CASSQDGDGYSPLHF. Result: 0 (the TCR does not bind to the epitope). (5) The epitope is KLWAQCVQL. The TCR CDR3 sequence is CASSEGGTGWDTQYF. Result: 1 (the TCR binds to the epitope). (6) The epitope is VLWAHGFEL. The TCR CDR3 sequence is CAIRDPRGETYNEQFF. Result: 1 (the TCR binds to the epitope). (7) The epitope is SLFNTVATLY. The TCR CDR3 sequence is CASSLVEGLGTGGPRLAEQFF. Result: 0 (the TCR does not bind to the epitope). (8) The epitope is AVFDRKSDAK. The TCR CDR3 sequence is CSARDIAGGTYNEQFF. Result: 1 (the TCR binds to the epitope). (9) The epitope is FLASKIGRLV. The TCR CDR3 sequence is CASSLSGTDTQYF. Result: 0 (the TCR does not bind to the epitope).